From a dataset of Reaction yield outcomes from USPTO patents with 853,638 reactions. Predict the reaction yield, written as a fraction of the theoretical maximum amount of product (1.0 means a 100% yield; for example, 0.34 means a 34% yield). (1) The reactants are Cl.[NH2:2][CH2:3][C:4]1[CH:9]=[CH:8][C:7]([NH:10][S:11]([CH3:14])(=[O:13])=[O:12])=[C:6]([F:15])[CH:5]=1.[F:16][C:17]([F:30])([F:29])[C:18]1[N:23]=[CH:22][C:21]([O:24][CH2:25][C:26](O)=[O:27])=[CH:20][CH:19]=1. No catalyst specified. The product is [F:15][C:6]1[CH:5]=[C:4]([CH:9]=[CH:8][C:7]=1[NH:10][S:11]([CH3:14])(=[O:13])=[O:12])[CH2:3][NH:2][C:26](=[O:27])[CH2:25][O:24][C:21]1[CH:22]=[N:23][C:18]([C:17]([F:16])([F:29])[F:30])=[CH:19][CH:20]=1. The yield is 0.880. (2) The reactants are C1([CH:7]([C:16]2[CH:21]=[CH:20][CH:19]=[CH:18][CH:17]=2)[C@H:8]([O:12][CH2:13][CH:14]=C)[CH2:9][CH:10]=C)C=CC=CC=1. The catalyst is Cl[Ru](=CC1C=CC=CC=1)([P](C1CCCCC1)(C1CCCCC1)C1CCCCC1)([P](C1CCCCC1)(C1CCCCC1)C1CCCCC1)Cl. The product is [CH:7]([C@H:8]1[CH2:9][CH:10]=[CH:14][CH2:13][O:12]1)([C:16]1[CH:21]=[CH:20][CH:19]=[CH:18][CH:17]=1)[C:16]1[CH:17]=[CH:18][CH:19]=[CH:20][CH:21]=1. The yield is 0.890. (3) The reactants are [NH2:1][C:2]1[N:10]=[CH:9][C:8]([Br:11])=[CH:7][C:3]=1[C:4]([NH2:6])=[O:5].[F:12][C:13]1[CH:14]=[C:15]([CH:18]=[CH:19][CH:20]=1)[CH:16]=O.OS([O-])=O.[Na+].CC1C=CC(S(O)(=O)=O)=CC=1. The catalyst is CC(N(C)C)=O. The product is [Br:11][C:8]1[CH:9]=[N:10][C:2]2[N:1]=[C:16]([C:15]3[CH:18]=[CH:19][CH:20]=[C:13]([F:12])[CH:14]=3)[NH:6][C:4](=[O:5])[C:3]=2[CH:7]=1. The yield is 0.470. (4) The reactants are [CH3:1][O:2][C:3]([CH:5]1[CH2:9][CH2:8][S:7](=[O:11])(=[O:10])[NH:6]1)=[O:4].C(=O)([O-])[O-].[K+].[K+].[C:18]([C:20]1[CH:21]=[C:22]([CH:25]=[CH:26][CH:27]=1)[CH2:23]Br)#[N:19].C([N+](CCCC)(CCCC)CCCC)CCC. The catalyst is CN(C)C=O.C(OCC)(=O)C. The product is [CH3:1][O:2][C:3]([CH:5]1[CH2:9][CH2:8][S:7](=[O:11])(=[O:10])[N:6]1[CH2:23][C:22]1[CH:25]=[CH:26][CH:27]=[C:20]([C:18]#[N:19])[CH:21]=1)=[O:4]. The yield is 0.560. (5) The reactants are Cl.[Cl:2][C:3]1[C:8]([F:9])=[CH:7][C:6]([C:10]2[CH:11]=[C:12]([CH:17]=[CH:18][N:19]=2)[C:13]([O:15][CH3:16])=[O:14])=[CH:5][C:4]=1[F:20]. The catalyst is CO.[Pt](=O)=O. The product is [ClH:2].[Cl:2][C:3]1[C:4]([F:20])=[CH:5][C:6]([CH:10]2[CH2:11][CH:12]([C:13]([O:15][CH3:16])=[O:14])[CH2:17][CH2:18][NH:19]2)=[CH:7][C:8]=1[F:9]. The yield is 0.920. (6) The reactants are [F:1][C:2]1[CH:7]=[CH:6][C:5]([NH:8][C:9]2[CH:14]=[C:13](S)[N:12]=[CH:11][C:10]=2[C:16]([N:18]2[CH2:23][CH2:22][CH:21]([C:24]3[CH:29]=[CH:28][C:27]([F:30])=[CH:26][CH:25]=3)[CH2:20][CH2:19]2)=[O:17])=[C:4]([CH3:31])[CH:3]=1.[N+]([O-])([O-])=O.[K+].[S:37](Cl)(Cl)(=[O:39])=[O:38].[CH:42]1([NH2:45])[CH2:44][CH2:43]1. The catalyst is C(#N)C.[Cl-].[Na+].O. The product is [CH:42]1([NH:45][S:37]([C:13]2[CH:14]=[C:9]([NH:8][C:5]3[CH:6]=[CH:7][C:2]([F:1])=[CH:3][C:4]=3[CH3:31])[C:10]([C:16]([N:18]3[CH2:23][CH2:22][CH:21]([C:24]4[CH:29]=[CH:28][C:27]([F:30])=[CH:26][CH:25]=4)[CH2:20][CH2:19]3)=[O:17])=[CH:11][N:12]=2)(=[O:39])=[O:38])[CH2:44][CH2:43]1. The yield is 0.330. (7) The reactants are [F:1][C:2]1[CH:11]=[CH:10][C:5]([C:6]([O:8][CH3:9])=[O:7])=[C:4]([OH:12])[CH:3]=1.[CH3:13][O:14][C:15]1[CH:22]=[CH:21][C:18]([CH2:19]Cl)=[CH:17][CH:16]=1.C([O-])([O-])=O.[K+].[K+]. The catalyst is CC#N. The product is [F:1][C:2]1[CH:11]=[CH:10][C:5]([C:6]([O:8][CH3:9])=[O:7])=[C:4]([O:12][CH2:19][C:18]2[CH:21]=[CH:22][C:15]([O:14][CH3:13])=[CH:16][CH:17]=2)[CH:3]=1. The yield is 0.950. (8) The reactants are C[O:2][C:3](=O)[CH2:4][CH2:5][CH2:6][N:7]1[CH2:11][CH2:10][C@@H:9]([O:12][C:13]2[CH:18]=[CH:17][C:16]([CH2:19][C:20]3[CH:25]=[CH:24][CH:23]=[CH:22][CH:21]=3)=[CH:15][CH:14]=2)[CH2:8]1.[NH3:27]. The catalyst is CO. The product is [CH2:19]([C:16]1[CH:17]=[CH:18][C:13]([O:12][C@@H:9]2[CH2:10][CH2:11][N:7]([CH2:6][CH2:5][CH2:4][C:3]([NH2:27])=[O:2])[CH2:8]2)=[CH:14][CH:15]=1)[C:20]1[CH:25]=[CH:24][CH:23]=[CH:22][CH:21]=1. The yield is 0.750.